Dataset: Human liver microsome stability data. Task: Regression/Classification. Given a drug SMILES string, predict its absorption, distribution, metabolism, or excretion properties. Task type varies by dataset: regression for continuous measurements (e.g., permeability, clearance, half-life) or binary classification for categorical outcomes (e.g., BBB penetration, CYP inhibition). Dataset: hlm. (1) The drug is O=C(N[C@@H](Cc1c[nH]c2ccccc12)C(=O)Nc1ccncc1)c1cccc(F)c1. The result is 1 (stable in human liver microsomes). (2) The compound is COc1cc2nc(C)c(-c3ccc(C(F)(F)F)cc3C)c(O)c2cc1Cl. The result is 0 (unstable in human liver microsomes). (3) The compound is N#CCCO[C@H]1CC[C@H](n2nnc3cnc4[nH]ccc4c32)CC1. The result is 0 (unstable in human liver microsomes). (4) The molecule is COc1ccc2[nH]c(C(=O)N3CC(=O)N(Cc4cccc(C)c4)[C@@H](Cc4ccccc4)C3)cc2c1. The result is 0 (unstable in human liver microsomes).